This data is from Full USPTO retrosynthesis dataset with 1.9M reactions from patents (1976-2016). The task is: Predict the reactants needed to synthesize the given product. (1) Given the product [NH:42]1[C:46]2[CH:47]=[CH:48][C:49]([C:6]([N:8]3[CH2:9][C@H:10]4[C@H:17]5[C@@H:13]([C@H:11]4[CH2:12]3)[CH2:14][N:15]([S:18]([C:21]3[CH:22]=[CH:23][C:24]([C:27]4[CH:32]=[CH:31][C:30]([F:33])=[CH:29][CH:28]=4)=[CH:25][CH:26]=3)(=[O:19])=[O:20])[CH2:16]5)=[O:7])=[CH:50][C:45]=2[N:44]=[N:43]1, predict the reactants needed to synthesize it. The reactants are: C(O[C:6]([N:8]1[CH2:12][C@H:11]2[C@H:13]3[C@@H:17]([C@H:10]2[CH2:9]1)[CH2:16][N:15]([S:18]([C:21]1[CH:26]=[CH:25][C:24]([C:27]2[CH:32]=[CH:31][C:30]([F:33])=[CH:29][CH:28]=2)=[CH:23][CH:22]=1)(=[O:20])=[O:19])[CH2:14]3)=[O:7])(C)(C)C.Cl.CN1CCOCC1.[NH:42]1[C:46]2[CH:47]=[CH:48][C:49](C(O)=O)=[CH:50][C:45]=2[N:44]=[N:43]1.F[P-](F)(F)(F)(F)F.N1(OC(N(C)C)=[N+](C)C)C2N=CC=CC=2N=N1. (2) Given the product [Br:9][C:10]1[C:11]([S:3][CH3:2])=[N:12][C:13]([Cl:16])=[N:14][CH:15]=1, predict the reactants needed to synthesize it. The reactants are: C(S)[CH2:2][S:3]([O-])(=O)=O.[Na+].[Br:9][C:10]1[C:11](Cl)=[N:12][C:13]([Cl:16])=[N:14][CH:15]=1.O. (3) Given the product [CH2:1]([O:3][CH:4]([O:13][CH2:14][CH3:15])[C:5]1[CH:6]=[C:7]([CH:10]=[CH:11][CH:12]=1)/[CH:8]=[N:23]/[C:24]1[CH:32]=[CH:31][CH:30]=[C:29]2[C:25]=1[CH2:26][O:27][C:28]2=[O:33])[CH3:2], predict the reactants needed to synthesize it. The reactants are: [CH2:1]([O:3][CH:4]([O:13][CH2:14][CH3:15])[C:5]1[CH:6]=[C:7]([CH:10]=[CH:11][CH:12]=1)[CH:8]=O)[CH3:2].S([O-])([O-])(=O)=O.[Na+].[Na+].[NH2:23][C:24]1[CH:32]=[CH:31][CH:30]=[C:29]2[C:25]=1[CH2:26][O:27][C:28]2=[O:33].